Dataset: Full USPTO retrosynthesis dataset with 1.9M reactions from patents (1976-2016). Task: Predict the reactants needed to synthesize the given product. Given the product [N+:5]([C:8]1[CH:9]=[C:10]([CH:14]=[CH:15][CH:16]=1)[C:11]([C:22]1[CH:21]=[C:20]2[C:25](=[CH:24][CH:23]=1)[NH:17][C:18](=[O:26])[CH2:19]2)=[O:12])([O-:7])=[O:6], predict the reactants needed to synthesize it. The reactants are: [Al+3].[Cl-].[Cl-].[Cl-].[N+:5]([C:8]1[CH:9]=[C:10]([CH:14]=[CH:15][CH:16]=1)[C:11](Cl)=[O:12])([O-:7])=[O:6].[NH:17]1[C:25]2[C:20](=[CH:21][CH:22]=[CH:23][CH:24]=2)[CH2:19][C:18]1=[O:26].